Predict which catalyst facilitates the given reaction. From a dataset of Catalyst prediction with 721,799 reactions and 888 catalyst types from USPTO. (1) Reactant: [C:1]12([CH:11]([OH:13])C)[CH2:10][CH:5]3[CH2:6][CH:7]([CH2:9][CH:3]([CH2:4]3)C1)[CH2:8]2.[Br:14][C:15]1[CH:20]=[CH:19][C:18]([S:21](Cl)(=[O:23])=[O:22])=[CH:17][CH:16]=1.C(N([CH2:30][CH3:31])CC)C. Product: [Br:14][C:15]1[CH:20]=[CH:19][C:18]([S:21]([O:13][CH2:11][CH2:1][CH:10]2[CH:5]3[CH2:6][CH:7]4[CH2:9][CH:3]([CH2:30][CH:31]2[CH2:8]4)[CH2:4]3)(=[O:23])=[O:22])=[CH:17][CH:16]=1. The catalyst class is: 646. (2) Reactant: C([O:3][C:4]([C:6]1[N:7]([CH3:19])[N:8]=[C:9]([C:15]([CH3:18])([CH3:17])[CH3:16])[C:10]=1[C:11]([F:14])([F:13])[F:12])=[O:5])C.[OH-].[Na+]. Product: [C:15]([C:9]1[C:10]([C:11]([F:14])([F:13])[F:12])=[C:6]([C:4]([OH:5])=[O:3])[N:7]([CH3:19])[N:8]=1)([CH3:18])([CH3:16])[CH3:17]. The catalyst class is: 92.